From a dataset of Full USPTO retrosynthesis dataset with 1.9M reactions from patents (1976-2016). Predict the reactants needed to synthesize the given product. (1) Given the product [C:1]([O:5][C:6]([N:8]1[CH2:13][CH2:12][O:11][C@H:10]([CH2:14][C:15]2[CH:20]=[CH:19][CH:18]=[C:17]([CH2:21][OH:22])[CH:16]=2)[CH2:9]1)=[O:7])([CH3:4])([CH3:2])[CH3:3], predict the reactants needed to synthesize it. The reactants are: [C:1]([O:5][C:6]([N:8]1[CH2:13][CH2:12][O:11][C@H:10]([CH2:14][C:15]2[CH:20]=[CH:19][CH:18]=[C:17]([CH:21]=[O:22])[CH:16]=2)[CH2:9]1)=[O:7])([CH3:4])([CH3:3])[CH3:2].[BH4-].[Na+]. (2) Given the product [CH3:21][N:2]([CH3:1])[C:3]([C:5]1[C:6]2[C:7]([C:18]([N:39]3[CH2:40][CH2:41][CH:36]([C:31]4[CH:30]=[C:29]([CH2:28][NH:27][C:25](=[O:26])[C:24]([F:42])([F:43])[F:23])[CH:34]=[CH:33][C:32]=4[F:35])[CH2:37][CH2:38]3)=[O:20])=[CH:8][N:9]([CH2:14][CH2:15][O:16][CH3:17])[C:10]=2[CH:11]=[CH:12][CH:13]=1)=[O:4], predict the reactants needed to synthesize it. The reactants are: [CH3:1][N:2]([CH3:21])[C:3]([C:5]1[CH:13]=[CH:12][CH:11]=[C:10]2[C:6]=1[C:7]([C:18]([OH:20])=O)=[CH:8][N:9]2[CH2:14][CH2:15][O:16][CH3:17])=[O:4].Cl.[F:23][C:24]([F:43])([F:42])[C:25]([NH:27][CH2:28][C:29]1[CH:34]=[CH:33][C:32]([F:35])=[C:31]([CH:36]2[CH2:41][CH2:40][NH:39][CH2:38][CH2:37]2)[CH:30]=1)=[O:26]. (3) Given the product [Br:1][C:2]1[CH:3]=[CH:4][C:5]([Cl:19])=[C:6]([CH2:8][C:10]2[CH:15]=[CH:14][C:13]([O:16][CH2:17][CH3:18])=[CH:12][CH:11]=2)[CH:7]=1, predict the reactants needed to synthesize it. The reactants are: [Br:1][C:2]1[CH:3]=[CH:4][C:5]([Cl:19])=[C:6]([C:8]([C:10]2[CH:15]=[CH:14][C:13]([O:16][CH2:17][CH3:18])=[CH:12][CH:11]=2)=O)[CH:7]=1.[Na].[Cl-].[Al+3].[Cl-].[Cl-]. (4) Given the product [C:3]([O:2][C:1]([O:7][CH2:8][CH:9]1[CH2:13][O:12][C:11](=[O:14])[N:10]1[CH2:19][CH2:20][CH2:21][CH2:22][CH2:23][CH2:24][C:25]([O:27][CH2:28][CH3:29])=[O:26])=[O:15])([CH3:5])([CH3:6])[CH3:4], predict the reactants needed to synthesize it. The reactants are: [C:1](=[O:15])([O:7][CH2:8][CH:9]1[CH2:13][O:12][C:11](=[O:14])[NH:10]1)[O:2][C:3]([CH3:6])([CH3:5])[CH3:4].[H-].[Na+].Br[CH2:19][CH2:20][CH2:21][CH2:22][CH2:23][CH2:24][C:25]([O:27][CH2:28][CH3:29])=[O:26]. (5) Given the product [CH3:23][N:24]([CH2:11][C:7]1[CH:6]=[C:5]2[C:10](=[CH:9][CH:8]=1)[C:2](=[O:1])[O:3][CH:4]2[C:13]1[CH:18]=[CH:17][CH:16]=[CH:15][CH:14]=1)[CH3:25], predict the reactants needed to synthesize it. The reactants are: [O:1]=[C:2]1[C:10]2[C:5](=[CH:6][C:7]([CH:11]=O)=[CH:8][CH:9]=2)[CH:4]([C:13]2[CH:18]=[CH:17][CH:16]=[CH:15][CH:14]=2)[O:3]1.C(O)(=O)C.[CH3:23][NH:24][CH3:25].C1COCC1.C(O[BH-](OC(=O)C)OC(=O)C)(=O)C.[Na+].Cl. (6) The reactants are: [CH2:1]([O:3][C:4]1[C:9]([N+:10]([O-])=O)=[CH:8][CH:7]=[CH:6][N:5]=1)[CH3:2]. Given the product [CH2:1]([O:3][C:4]1[C:9]([NH2:10])=[CH:8][CH:7]=[CH:6][N:5]=1)[CH3:2], predict the reactants needed to synthesize it. (7) Given the product [Cl:26][C:27]1[N:32]=[C:31]2[NH:33][CH:34]=[C:35](/[CH:36]=[C:7]3\[O:8][C:4]4[C:3]([CH2:12][N:13]5[CH2:14][CH2:15][N:16]([C:19]([O:21][C:22]([CH3:25])([CH3:24])[CH3:23])=[O:20])[CH2:17][CH2:18]5)=[C:2]([OH:1])[CH:11]=[CH:10][C:5]=4[C:6]\3=[O:9])[C:30]2=[CH:29][CH:28]=1, predict the reactants needed to synthesize it. The reactants are: [OH:1][C:2]1[CH:11]=[CH:10][C:5]2[C:6](=[O:9])[CH2:7][O:8][C:4]=2[C:3]=1[CH2:12][N:13]1[CH2:18][CH2:17][N:16]([C:19]([O:21][C:22]([CH3:25])([CH3:24])[CH3:23])=[O:20])[CH2:15][CH2:14]1.[Cl:26][C:27]1[N:32]=[C:31]2[NH:33][CH:34]=[C:35]([CH:36]=O)[C:30]2=[CH:29][CH:28]=1. (8) Given the product [Br:1][C:2]1[C:9]([O:10][CH2:12][C:13]([OH:15])([CH3:16])[CH3:14])=[CH:8][CH:7]=[CH:6][C:3]=1[CH:4]=[O:5], predict the reactants needed to synthesize it. The reactants are: [Br:1][C:2]1[C:9]([OH:10])=[CH:8][CH:7]=[CH:6][C:3]=1[CH:4]=[O:5].Cl[CH2:12][C:13]([CH3:16])([OH:15])[CH3:14].C([O-])([O-])=O.[Na+].[Na+].O.